Dataset: NCI-60 drug combinations with 297,098 pairs across 59 cell lines. Task: Regression. Given two drug SMILES strings and cell line genomic features, predict the synergy score measuring deviation from expected non-interaction effect. Drug 1: CC1=C(C=C(C=C1)C(=O)NC2=CC(=CC(=C2)C(F)(F)F)N3C=C(N=C3)C)NC4=NC=CC(=N4)C5=CN=CC=C5. Drug 2: CCC1(CC2CC(C3=C(CCN(C2)C1)C4=CC=CC=C4N3)(C5=C(C=C6C(=C5)C78CCN9C7C(C=CC9)(C(C(C8N6C)(C(=O)OC)O)OC(=O)C)CC)OC)C(=O)OC)O.OS(=O)(=O)O. Cell line: UO-31. Synergy scores: CSS=-3.33, Synergy_ZIP=2.97, Synergy_Bliss=3.88, Synergy_Loewe=-2.06, Synergy_HSA=-2.38.